Dataset: CYP1A2 inhibition data for predicting drug metabolism from PubChem BioAssay. Task: Regression/Classification. Given a drug SMILES string, predict its absorption, distribution, metabolism, or excretion properties. Task type varies by dataset: regression for continuous measurements (e.g., permeability, clearance, half-life) or binary classification for categorical outcomes (e.g., BBB penetration, CYP inhibition). Dataset: cyp1a2_veith. (1) The drug is FC(F)(F)c1ccccc1-c1nccc(NCCN2CCOCC2)n1. The result is 1 (inhibitor). (2) The compound is CC(NC(=O)c1ccccc1Br)c1ccc2c(c1)CCCC2. The result is 1 (inhibitor). (3) The drug is O=c1[nH][nH]cc1C=Nc1ccccc1O. The result is 1 (inhibitor). (4) The result is 0 (non-inhibitor). The compound is Cc1cc(CNC(=O)[C@@H]2C[C@H]2[C@@H](NP(=O)(c2ccccc2)c2ccccc2)c2ccccc2)nn1C. (5) The compound is C=CCn1c(SCC(=O)NC2CCCCC2)nnc1C1CCCCC1. The result is 0 (non-inhibitor). (6) The molecule is Cn1c(=O)c2c(ncn2CN2CCN(Cn3cnc4c3c(=O)n(C)c(=O)n4C)CC2)n(C)c1=O. The result is 0 (non-inhibitor).